This data is from Forward reaction prediction with 1.9M reactions from USPTO patents (1976-2016). The task is: Predict the product of the given reaction. The product is: [Cl:1][C:2]1[C:7]2[CH:8]=[CH:9][N:10]([CH2:15][CH3:16])[C:6]=2[CH:5]=[C:4]([Cl:11])[N:3]=1. Given the reactants [Cl:1][C:2]1[C:7]2[CH:8]=[CH:9][NH:10][C:6]=2[CH:5]=[C:4]([Cl:11])[N:3]=1.[H-].[Na+].I[CH2:15][CH3:16], predict the reaction product.